The task is: Predict the reactants needed to synthesize the given product.. This data is from Full USPTO retrosynthesis dataset with 1.9M reactions from patents (1976-2016). (1) Given the product [C:1]([O:5][CH2:6][C:7]([CH2:8][O:9][CH3:19])([CH2:14][O:15][CH3:16])[CH2:10][CH:11]([CH3:12])[CH3:13])([CH3:2])([CH3:3])[CH3:4], predict the reactants needed to synthesize it. The reactants are: [C:1]([O:5][CH2:6][C:7]([CH2:14][O:15][CH3:16])([CH2:10][CH:11]([CH3:13])[CH3:12])[CH2:8][OH:9])([CH3:4])([CH3:3])[CH3:2].[H-].[Na+].[CH3:19]I. (2) Given the product [CH3:1][O:2][C:3]([C:5]1[C:13]2[N:12]=[C:11]([NH2:14])[NH:10][C:9]=2[CH:8]=[C:7]([C:24]2[CH:29]=[CH:28][N:27]=[CH:26][CH:25]=2)[CH:6]=1)=[O:4], predict the reactants needed to synthesize it. The reactants are: [CH3:1][O:2][C:3]([C:5]1[C:13]2[N:12]=[C:11]([NH2:14])[NH:10][C:9]=2[CH:8]=[CH:7][CH:6]=1)=[O:4].COC(=O)C1C=C([C:24]2[CH:29]=[CH:28][N:27]=[CH:26][CH:25]=2)C=C([N+]([O-])=O)C=1N.